From a dataset of Full USPTO retrosynthesis dataset with 1.9M reactions from patents (1976-2016). Predict the reactants needed to synthesize the given product. The reactants are: [OH-].[K+].[C:3]([C:6]1[N:11]=[C:10]([C:12]2[CH:17]=[CH:16][C:15]([C:18]3[CH:23]=[CH:22][C:21]([CH:24]([CH3:29])[C:25]([O:27]C)=[O:26])=[CH:20][C:19]=3[Cl:30])=[CH:14][CH:13]=2)[C:9]([CH3:31])=[N:8][C:7]=1[CH3:32])(=[O:5])[NH2:4].Cl. Given the product [C:3]([C:6]1[N:11]=[C:10]([C:12]2[CH:13]=[CH:14][C:15]([C:18]3[CH:23]=[CH:22][C:21]([CH:24]([CH3:29])[C:25]([OH:27])=[O:26])=[CH:20][C:19]=3[Cl:30])=[CH:16][CH:17]=2)[C:9]([CH3:31])=[N:8][C:7]=1[CH3:32])(=[O:5])[NH2:4], predict the reactants needed to synthesize it.